Dataset: Catalyst prediction with 721,799 reactions and 888 catalyst types from USPTO. Task: Predict which catalyst facilitates the given reaction. (1) Reactant: [CH3:1][O:2][C:3]1[CH:4]=[C:5]([CH2:13][CH2:14][C:15](Cl)=[O:16])[CH:6]=[CH:7][C:8]=1[O:9][CH2:10][C:11]#[CH:12].[Cl:18][C:19]1[CH:26]=[CH:25][C:22]([CH2:23][NH2:24])=[CH:21][CH:20]=1.C(N(CC)CC)C.O1CCCC1. Product: [Cl:18][C:19]1[CH:26]=[CH:25][C:22]([CH2:23][NH:24][C:15](=[O:16])[CH2:14][CH2:13][C:5]2[CH:6]=[CH:7][C:8]([O:9][CH2:10][C:11]#[CH:12])=[C:3]([O:2][CH3:1])[CH:4]=2)=[CH:21][CH:20]=1. The catalyst class is: 6. (2) Reactant: [CH2:1](Br)[C:2]1[CH:7]=[CH:6][CH:5]=[CH:4][CH:3]=1.C(=O)([O-])[O-].[K+].[K+].[OH:15][C:16]1[CH:24]=[C:23]([OH:25])[CH:22]=[CH:21][C:17]=1[C:18]([OH:20])=[O:19]. Product: [CH2:1]([O:25][C:23]1[CH:22]=[CH:21][C:17]([C:18]([O:20][CH2:1][C:2]2[CH:7]=[CH:6][CH:5]=[CH:4][CH:3]=2)=[O:19])=[C:16]([OH:15])[CH:24]=1)[C:2]1[CH:7]=[CH:6][CH:5]=[CH:4][CH:3]=1. The catalyst class is: 9. (3) Reactant: [N+:1]([C:4]1[C:5]([CH3:19])=[C:6]([CH:15]=[CH:16][C:17]=1[CH3:18])[CH2:7][NH:8][C:9](=[O:14])[C:10]([CH3:13])([CH3:12])[CH3:11])([O-])=O. Product: [NH2:1][C:4]1[C:5]([CH3:19])=[C:6]([CH:15]=[CH:16][C:17]=1[CH3:18])[CH2:7][NH:8][C:9](=[O:14])[C:10]([CH3:13])([CH3:12])[CH3:11]. The catalyst class is: 43. (4) Reactant: [O:1]1[CH:5]=[CH:4][CH:3]=[C:2]1/[C:6](=[N:16]/[NH:17][C:18]1[CH:23]=[CH:22][CH:21]=[CH:20][CH:19]=1)/[CH:7]=[N:8]NC1C=CC=CC=1. Product: [O:1]1[CH:5]=[CH:4][CH:3]=[C:2]1[C:6]1[CH:7]=[N:8][N:17]([C:18]2[CH:23]=[CH:22][CH:21]=[CH:20][CH:19]=2)[N:16]=1. The catalyst class is: 127. (5) Reactant: [Cl:1][C:2]1[CH:3]=[C:4]2[C:8](=[CH:9][CH:10]=1)[N:7]([C:11]1[N:15]([CH3:16])[N:14]=[C:13]([CH3:17])[C:12]=1/[CH:18]=[CH:19]/[C:20]([OH:22])=O)[CH:6]=[CH:5]2.CC1C=CC=C([N+]([O-])=O)C=1C(OC(=O)C1C([N+]([O-])=O)=CC=CC=1C)=O.[CH2:48]([NH:53][S:54]([NH2:57])(=[O:56])=[O:55])[CH2:49][CH2:50][CH2:51][CH3:52].C(N(CC)CC)C. Product: [Cl:1][C:2]1[CH:3]=[C:4]2[C:8](=[CH:9][CH:10]=1)[N:7]([C:11]1[N:15]([CH3:16])[N:14]=[C:13]([CH3:17])[C:12]=1/[CH:18]=[CH:19]/[C:20]([NH:57][S:54]([NH:53][CH2:48][CH2:49][CH2:50][CH2:51][CH3:52])(=[O:56])=[O:55])=[O:22])[CH:6]=[CH:5]2. The catalyst class is: 594. (6) Reactant: [C:1]([O:5][CH:6]([CH3:8])[CH3:7])(=[O:4])[C:2]#[CH:3].[Na+].[I-:10]. Product: [I:10]/[CH:3]=[CH:2]\[C:1]([O:5][CH:6]([CH3:8])[CH3:7])=[O:4]. The catalyst class is: 52. (7) Reactant: [CH3:1][O:2][C:3]1[C:11]([CH3:12])=[CH:10][C:6]2=[N:7][O:8][N:9]=[C:5]2[CH:4]=1.BrN1C(=[O:19])CCC1=O.C(=O)([O-])[O-].[Ca+2].O. Product: [OH:19][CH2:12][C:11]1[C:3]([O:2][CH3:1])=[CH:4][C:5]2[C:6]([CH:10]=1)=[N:7][O:8][N:9]=2. The catalyst class is: 53. (8) Reactant: C(CN)O.[Cl:5][C:6]1[O:10][C:9]([CH:11]2[C:16]3=[C:17]4[N:29]([CH3:30])[C:28](=[O:31])[N:27]([CH3:32])[C:26](=[O:33])[C:18]4=[C:19]([C:20]4[S:21][CH:22]=[C:23]([CH3:25])[N:24]=4)[N:15]3[CH2:14][CH:13]([CH2:34][N:35]3C(=O)C4C(=CC=CC=4)C3=O)[O:12]2)=[CH:8][CH:7]=1. Product: [NH2:35][CH2:34][CH:13]1[O:12][CH:11]([C:9]2[O:10][C:6]([Cl:5])=[CH:7][CH:8]=2)[C:16]2=[C:17]3[N:29]([CH3:30])[C:28](=[O:31])[N:27]([CH3:32])[C:26](=[O:33])[C:18]3=[C:19]([C:20]3[S:21][CH:22]=[C:23]([CH3:25])[N:24]=3)[N:15]2[CH2:14]1. The catalyst class is: 93.